From a dataset of Peptide-MHC class I binding affinity with 185,985 pairs from IEDB/IMGT. Regression. Given a peptide amino acid sequence and an MHC pseudo amino acid sequence, predict their binding affinity value. This is MHC class I binding data. (1) The peptide sequence is SMYSTVATI. The MHC is HLA-A68:02 with pseudo-sequence HLA-A68:02. The binding affinity (normalized) is 0.0206. (2) The peptide sequence is SPAIFQSSM. The MHC is HLA-A02:02 with pseudo-sequence HLA-A02:02. The binding affinity (normalized) is 0. (3) The MHC is HLA-A80:01 with pseudo-sequence HLA-A80:01. The binding affinity (normalized) is 0.0847. The peptide sequence is MVFQHFHLF. (4) The peptide sequence is LEACYKRSV. The binding affinity (normalized) is 0.564. The MHC is HLA-B18:01 with pseudo-sequence HLA-B18:01.